This data is from Catalyst prediction with 721,799 reactions and 888 catalyst types from USPTO. The task is: Predict which catalyst facilitates the given reaction. (1) Reactant: [Br:1][C:2]1[CH:3]=[CH:4][C:5]([F:16])=[C:6]([C@@:8]2([CH3:15])[NH:13][C:12](=S)[CH2:11][O:10][CH2:9]2)[CH:7]=1.[NH3:17].C(OO)(C)(C)C. Product: [Br:1][C:2]1[CH:3]=[CH:4][C:5]([F:16])=[C:6]([C@:8]2([CH3:15])[CH2:9][O:10][CH2:11][C:12]([NH2:17])=[N:13]2)[CH:7]=1. The catalyst class is: 24. (2) Reactant: [Cl:1][C:2]1[CH:11]=[C:10]([C:12](=O)[CH3:13])[C:9]([N:15]2[CH2:20][CH2:19][N:18]([C:21](=[O:29])[C:22]3[CH:27]=[CH:26][C:25]([F:28])=[CH:24][CH:23]=3)[CH2:17][CH2:16]2)=[C:8]2[C:3]=1[CH:4]=[CH:5][CH:6]=[N:7]2.C([O-])(=O)C.[NH4+].C([BH3-])#[N:36].[Na+].O1CCCC1. Product: [Cl:1][C:2]1[CH:11]=[C:10]([CH:12]([NH2:36])[CH3:13])[C:9]([N:15]2[CH2:20][CH2:19][N:18]([C:21](=[O:29])[C:22]3[CH:27]=[CH:26][C:25]([F:28])=[CH:24][CH:23]=3)[CH2:17][CH2:16]2)=[C:8]2[C:3]=1[CH:4]=[CH:5][CH:6]=[N:7]2. The catalyst class is: 449. (3) Product: [CH2:1]([C:8]1[C:13](=[O:14])[N:12]2[CH2:15][CH2:16][CH2:17][CH2:18][C:11]2=[N:10][C:9]=1[CH:19]([NH:48][CH2:47][CH2:46][N:45]([CH3:49])[CH3:44])[CH2:20][CH3:21])[C:2]1[CH:7]=[CH:6][CH:5]=[CH:4][CH:3]=1. Reactant: [CH2:1]([C:8]1[C:13](=[O:14])[N:12]2[CH2:15][CH2:16][CH2:17][CH2:18][C:11]2=[N:10][C:9]=1[CH:19](O)[CH2:20][CH3:21])[C:2]1[CH:7]=[CH:6][CH:5]=[CH:4][CH:3]=1.N1C(C)=CC=CC=1C.FC(F)(F)C(OC(=O)C(F)(F)F)=O.[CH3:44][N:45]([CH3:49])[CH2:46][CH2:47][NH2:48].C(N(C(C)C)CC)(C)C. The catalyst class is: 2.